From a dataset of Peptide-MHC class I binding affinity with 185,985 pairs from IEDB/IMGT. Regression. Given a peptide amino acid sequence and an MHC pseudo amino acid sequence, predict their binding affinity value. This is MHC class I binding data. (1) The peptide sequence is EIKQGRVNK. The MHC is HLA-A03:01 with pseudo-sequence HLA-A03:01. The binding affinity (normalized) is 0.403. (2) The peptide sequence is GLLSSKFKA. The MHC is HLA-B18:01 with pseudo-sequence HLA-B18:01. The binding affinity (normalized) is 0.213. (3) The peptide sequence is MEAEGVITQ. The MHC is HLA-B44:03 with pseudo-sequence HLA-B44:03. The binding affinity (normalized) is 0.159. (4) The peptide sequence is SLSAYIIRVT. The MHC is HLA-A02:06 with pseudo-sequence HLA-A02:06. The binding affinity (normalized) is 0.143. (5) The peptide sequence is IARQNEIPI. The MHC is H-2-Db with pseudo-sequence H-2-Db. The binding affinity (normalized) is 0.520. (6) The peptide sequence is TRQQTSFPF. The binding affinity (normalized) is 0.213. The MHC is HLA-B14:02 with pseudo-sequence HLA-B14:02. (7) The peptide sequence is NLLMNGQQI. The MHC is HLA-A02:01 with pseudo-sequence HLA-A02:01. The binding affinity (normalized) is 0.213. (8) The peptide sequence is KTQEPPQVA. The MHC is HLA-A03:01 with pseudo-sequence HLA-A03:01. The binding affinity (normalized) is 0.0847. (9) The peptide sequence is WFQRIPLQW. The MHC is HLA-B46:01 with pseudo-sequence HLA-B46:01. The binding affinity (normalized) is 0.0847. (10) The peptide sequence is DSDPMDGCE. The MHC is HLA-B58:01 with pseudo-sequence HLA-B58:01. The binding affinity (normalized) is 0.0847.